Predict the reaction yield, written as a fraction of the theoretical maximum amount of product (1.0 means a 100% yield; for example, 0.34 means a 34% yield). From a dataset of Reaction yield outcomes from USPTO patents with 853,638 reactions. (1) The reactants are [C:1]([C:5]1[CH:6]=[C:7]2[C:12](=[C:13]([F:15])[CH:14]=1)[C:11](=[O:16])[N:10]([C:17]1[N:24]=[CH:23][CH:22]=[C:21]([C:25]3[CH:30]=[C:29]([NH:31][C:32]4[CH:41]=[C:35]5[CH2:36][N:37]([CH3:40])[CH2:38][CH2:39][N:34]5[N:33]=4)[C:28](=[O:42])[N:27]([CH3:43])[CH:26]=3)[C:18]=1[CH:19]=[O:20])[N:9]=[CH:8]2)([CH3:4])([CH3:3])[CH3:2].[BH4-].[Na+]. The catalyst is CO.ClCCl. The product is [C:1]([C:5]1[CH:6]=[C:7]2[C:12](=[C:13]([F:15])[CH:14]=1)[C:11](=[O:16])[N:10]([C:17]1[C:18]([CH2:19][OH:20])=[C:21]([C:25]3[CH:30]=[C:29]([NH:31][C:32]4[CH:41]=[C:35]5[CH2:36][N:37]([CH3:40])[CH2:38][CH2:39][N:34]5[N:33]=4)[C:28](=[O:42])[N:27]([CH3:43])[CH:26]=3)[CH:22]=[CH:23][N:24]=1)[N:9]=[CH:8]2)([CH3:4])([CH3:2])[CH3:3]. The yield is 0.600. (2) The reactants are C(OC([C:11]1[C:19]2[C:14](=[CH:15][CH:16]=[C:17](/C=C/C(OC)=O)[CH:18]=2)[NH:13][C:12]=1[CH3:26])=O)C1C=CC=CC=1.CO.[BH4-].[Li+].CCCCCC.[C:37](OCC)(=[O:39])[CH3:38]. The catalyst is C1COCC1. The product is [NH:13]1[C:14]2[C:19](=[CH:18][CH:17]=[CH:16][CH:15]=2)[CH:11]=[C:12]1[CH2:26][CH2:38][CH2:37][OH:39]. The yield is 0.810. (3) The reactants are [Cl:1][C:2]1[CH:7]=[CH:6][N:5]=[C:4]([CH2:8][C:9]([C:11]2[CH:16]=[CH:15][C:14]([F:17])=[CH:13][CH:12]=2)=O)[CH:3]=1.Cl.[NH2:19][OH:20].[OH-].[Na+]. The catalyst is CO. The product is [Cl:1][C:2]1[CH:7]=[CH:6][N:5]=[C:4]([CH2:8][C:9]([C:11]2[CH:16]=[CH:15][C:14]([F:17])=[CH:13][CH:12]=2)=[N:19][OH:20])[CH:3]=1. The yield is 0.840. (4) The reactants are [F:1][C:2]1[CH:10]=[C:9]2[C:5]([CH:6]=[N:7][NH:8]2)=[CH:4][C:3]=1[C:11]1[CH:12]=[C:13]([CH2:17][N:18]([CH3:20])[CH3:19])[CH:14]=[N:15][CH:16]=1.[OH-].[K+].[I:23]I. The catalyst is CN(C=O)C. The product is [F:1][C:2]1[CH:10]=[C:9]2[C:5]([C:6]([I:23])=[N:7][NH:8]2)=[CH:4][C:3]=1[C:11]1[CH:12]=[C:13]([CH2:17][N:18]([CH3:20])[CH3:19])[CH:14]=[N:15][CH:16]=1. The yield is 0.568. (5) The reactants are [CH3:1][C:2]1[C:16](=[O:17])[N:15]=[C:14]2[N:4]([C@@H:5]3[O:9][C@H:8]([CH2:10][OH:11])[C@@H:7]([OH:12])[C@@H:6]3[O:13]2)[CH:3]=1.[CH3:18][O:19][CH2:20][CH2:21][O:22]B([O:22][CH2:21][CH2:20][O:19][CH3:18])[O:22][CH2:21][CH2:20][O:19][CH3:18]. The catalyst is COCCO. The product is [CH3:18][O:19][CH2:20][CH2:21][O:22][C@@H:6]1[C@H:7]([OH:12])[C@@H:8]([CH2:10][OH:11])[O:9][C@H:5]1[N:4]1[CH:3]=[C:2]([CH3:1])[C:16](=[O:17])[NH:15][C:14]1=[O:13]. The yield is 0.630.